Predict which catalyst facilitates the given reaction. From a dataset of Catalyst prediction with 721,799 reactions and 888 catalyst types from USPTO. (1) Reactant: [C:1]([Br:5])(Br)(Br)Br.[CH2:6]([O:13][CH2:14][CH2:15][CH2:16][CH2:17][CH2:18][CH2:19]CO)[CH2:7][CH2:8][CH2:9][CH2:10][CH2:11][CH3:12].C1(P(C2C=CC=CC=2)C2C=CC=CC=2)C=CC=CC=1. Product: [Br:5][CH2:1][CH2:19][CH2:18][CH2:17][CH2:16][CH2:15][CH2:14][O:13][CH2:6][CH2:7][CH2:8][CH2:9][CH2:10][CH2:11][CH3:12]. The catalyst class is: 4. (2) Reactant: [C:1]([C:5]([OH:7])=[O:6])([F:4])([F:3])[F:2].[N:8]1[CH:13]=[CH:12][C:11]([C:14]2[N:18]3[N:19]=[C:20]([NH:23][C@H:24]4[CH2:29][CH2:28][C@H:27]([C:30]([O:32]C(C)(C)C)=[O:31])[CH2:26][CH2:25]4)[CH:21]=[CH:22][C:17]3=[N:16][CH:15]=2)=[CH:10][CH:9]=1. Product: [F:2][C:1]([F:4])([F:3])[C:5]([OH:7])=[O:6].[F:2][C:1]([F:4])([F:3])[C:5]([OH:7])=[O:6].[N:8]1[CH:13]=[CH:12][C:11]([C:14]2[N:18]3[N:19]=[C:20]([NH:23][C@H:24]4[CH2:25][CH2:26][C@H:27]([C:30]([OH:32])=[O:31])[CH2:28][CH2:29]4)[CH:21]=[CH:22][C:17]3=[N:16][CH:15]=2)=[CH:10][CH:9]=1. The catalyst class is: 4. (3) Reactant: [NH:1]1[C:9]2[C:4](=[CH:5][CH:6]=[C:7]([C:10]([N:12]3[CH2:17][CH2:16][O:15][CH2:14][CH2:13]3)=[O:11])[CH:8]=2)[CH:3]=[CH:2]1.P(Cl)(Cl)(Cl)=O.[C:23](=O)([O-])[OH:24].[Na+]. Product: [N:12]1([C:10]([C:7]2[CH:8]=[C:9]3[C:4]([C:3]([CH:23]=[O:24])=[CH:2][NH:1]3)=[CH:5][CH:6]=2)=[O:11])[CH2:17][CH2:16][O:15][CH2:14][CH2:13]1. The catalyst class is: 18. (4) Reactant: [CH3:1][O:2][C:3]1[CH:11]=[CH:10][C:6]([C:7](Cl)=[O:8])=[CH:5][CH:4]=1.[C:12]1([CH2:18][CH2:19][O:20][CH2:21][CH2:22][CH2:23][S:24]([CH2:27][CH2:28][OH:29])(=[O:26])=[O:25])[CH:17]=[CH:16][CH:15]=[CH:14][CH:13]=1.C(N(CC)CC)C.C(=O)([O-])O.[Na+]. Product: [CH3:1][O:2][C:3]1[CH:11]=[CH:10][C:6]([C:7]([O:29][CH2:28][CH2:27][S:24]([CH2:23][CH2:22][CH2:21][O:20][CH2:19][CH2:18][C:12]2[CH:13]=[CH:14][CH:15]=[CH:16][CH:17]=2)(=[O:25])=[O:26])=[O:8])=[CH:5][CH:4]=1. The catalyst class is: 480. (5) Reactant: [CH:1]1([N:6]2[C:14]3[CH:13]=[CH:12][N:11]=[C:10]([O:15]C)[C:9]=3[C:8]([C:17]3[CH:25]=[CH:24][C:20]([C:21]([NH2:23])=[O:22])=[CH:19][CH:18]=3)=[N:7]2)[CH2:5][CH2:4][CH2:3][CH2:2]1.[I-].[Na+].Cl[Si](C)(C)C.O. Product: [CH:1]1([N:6]2[C:14]3[CH:13]=[CH:12][NH:11][C:10](=[O:15])[C:9]=3[C:8]([C:17]3[CH:18]=[CH:19][C:20]([C:21]([NH2:23])=[O:22])=[CH:24][CH:25]=3)=[N:7]2)[CH2:2][CH2:3][CH2:4][CH2:5]1. The catalyst class is: 10. (6) Reactant: [CH3:1][O:2][C:3](=[O:16])[CH:4]=[CH:5][C:6]1[CH:11]=[CH:10][C:9]([N+:12]([O-:14])=[O:13])=[CH:8][C:7]=1[OH:15].[CH3:17][O:18][CH2:19][CH2:20]O.CCOC(/N=N/C(OCC)=O)=O.C1(P(C2C=CC=CC=2)C2C=CC=CC=2)C=CC=CC=1. Product: [CH3:1][O:2][C:3](=[O:16])/[CH:4]=[CH:5]/[C:6]1[CH:11]=[CH:10][C:9]([N+:12]([O-:14])=[O:13])=[CH:8][C:7]=1[O:15][CH2:20][CH2:19][O:18][CH3:17]. The catalyst class is: 49. (7) The catalyst class is: 5. Product: [Cl:1][C:2]1[N:3]=[C:4]([N:24]([CH3:25])[CH3:23])[C:5]2[CH2:10][CH2:9][CH:8]([C:11]3[CH:16]=[CH:15][C:14]([O:17][C:18]([F:21])([F:20])[F:19])=[CH:13][CH:12]=3)[C:6]=2[N:7]=1. Reactant: [Cl:1][C:2]1[N:3]=[C:4](Cl)[C:5]2[CH2:10][CH2:9][CH:8]([C:11]3[CH:16]=[CH:15][C:14]([O:17][C:18]([F:21])([F:20])[F:19])=[CH:13][CH:12]=3)[C:6]=2[N:7]=1.[CH3:23][NH:24][CH3:25].